Dataset: NCI-60 drug combinations with 297,098 pairs across 59 cell lines. Task: Regression. Given two drug SMILES strings and cell line genomic features, predict the synergy score measuring deviation from expected non-interaction effect. (1) Drug 1: CN1CCC(CC1)COC2=C(C=C3C(=C2)N=CN=C3NC4=C(C=C(C=C4)Br)F)OC. Drug 2: COC1=CC(=CC(=C1O)OC)C2C3C(COC3=O)C(C4=CC5=C(C=C24)OCO5)OC6C(C(C7C(O6)COC(O7)C8=CC=CS8)O)O. Cell line: HCC-2998. Synergy scores: CSS=30.7, Synergy_ZIP=-2.05, Synergy_Bliss=0.857, Synergy_Loewe=-5.92, Synergy_HSA=2.42. (2) Drug 1: CC1=C(C=C(C=C1)NC2=NC=CC(=N2)N(C)C3=CC4=NN(C(=C4C=C3)C)C)S(=O)(=O)N.Cl. Drug 2: C1CN(P(=O)(OC1)NCCCl)CCCl. Cell line: NCIH23. Synergy scores: CSS=-1.34, Synergy_ZIP=-0.167, Synergy_Bliss=-1.96, Synergy_Loewe=-2.16, Synergy_HSA=-2.75. (3) Drug 1: CC1=CC=C(C=C1)C2=CC(=NN2C3=CC=C(C=C3)S(=O)(=O)N)C(F)(F)F. Drug 2: CC(C)(C#N)C1=CC(=CC(=C1)CN2C=NC=N2)C(C)(C)C#N. Cell line: K-562. Synergy scores: CSS=12.9, Synergy_ZIP=14.0, Synergy_Bliss=12.3, Synergy_Loewe=5.78, Synergy_HSA=5.82. (4) Drug 1: C1C(C(OC1N2C=NC3=C(N=C(N=C32)Cl)N)CO)O. Drug 2: CCC1=C2CN3C(=CC4=C(C3=O)COC(=O)C4(CC)O)C2=NC5=C1C=C(C=C5)O. Cell line: MCF7. Synergy scores: CSS=19.6, Synergy_ZIP=-4.12, Synergy_Bliss=0.390, Synergy_Loewe=-36.1, Synergy_HSA=0.882. (5) Drug 1: C1CCC(C1)C(CC#N)N2C=C(C=N2)C3=C4C=CNC4=NC=N3. Drug 2: C(CN)CNCCSP(=O)(O)O. Cell line: CCRF-CEM. Synergy scores: CSS=-4.25, Synergy_ZIP=-0.363, Synergy_Bliss=-7.48, Synergy_Loewe=-8.39, Synergy_HSA=-9.08. (6) Drug 1: CN(C)N=NC1=C(NC=N1)C(=O)N. Drug 2: CC(C)CN1C=NC2=C1C3=CC=CC=C3N=C2N. Cell line: SF-268. Synergy scores: CSS=-4.63, Synergy_ZIP=3.45, Synergy_Bliss=1.90, Synergy_Loewe=-3.29, Synergy_HSA=-3.93. (7) Drug 1: C1=CC(=CC=C1C#N)C(C2=CC=C(C=C2)C#N)N3C=NC=N3. Drug 2: CS(=O)(=O)OCCCCOS(=O)(=O)C. Cell line: HT29. Synergy scores: CSS=6.06, Synergy_ZIP=-1.79, Synergy_Bliss=0.741, Synergy_Loewe=-0.496, Synergy_HSA=0.929. (8) Drug 1: C1=C(C(=O)NC(=O)N1)N(CCCl)CCCl. Drug 2: C(CCl)NC(=O)N(CCCl)N=O. Cell line: OVCAR-4. Synergy scores: CSS=2.17, Synergy_ZIP=0.134, Synergy_Bliss=2.22, Synergy_Loewe=-0.467, Synergy_HSA=-0.0322. (9) Drug 1: C1=CC(=CC=C1CCC2=CNC3=C2C(=O)NC(=N3)N)C(=O)NC(CCC(=O)O)C(=O)O. Drug 2: C(CN)CNCCSP(=O)(O)O. Cell line: KM12. Synergy scores: CSS=3.11, Synergy_ZIP=-3.21, Synergy_Bliss=-0.767, Synergy_Loewe=-4.83, Synergy_HSA=-2.92. (10) Drug 1: CC1C(C(=O)NC(C(=O)N2CCCC2C(=O)N(CC(=O)N(C(C(=O)O1)C(C)C)C)C)C(C)C)NC(=O)C3=C4C(=C(C=C3)C)OC5=C(C(=O)C(=C(C5=N4)C(=O)NC6C(OC(=O)C(N(C(=O)CN(C(=O)C7CCCN7C(=O)C(NC6=O)C(C)C)C)C)C(C)C)C)N)C. Drug 2: CC1=C2C(C(=O)C3(C(CC4C(C3C(C(C2(C)C)(CC1OC(=O)C(C(C5=CC=CC=C5)NC(=O)OC(C)(C)C)O)O)OC(=O)C6=CC=CC=C6)(CO4)OC(=O)C)O)C)O. Cell line: IGROV1. Synergy scores: CSS=1.09, Synergy_ZIP=2.30, Synergy_Bliss=6.61, Synergy_Loewe=2.94, Synergy_HSA=3.56.